This data is from Reaction yield outcomes from USPTO patents with 853,638 reactions. The task is: Predict the reaction yield, written as a fraction of the theoretical maximum amount of product (1.0 means a 100% yield; for example, 0.34 means a 34% yield). The reactants are [N:1]1[N:5]2[C:6]3[CH2:13][CH2:12][N:11]([C:14]4[CH:15]=[C:16]([CH:20]=[CH:21][CH:22]=4)[C:17]([OH:19])=O)[CH2:10][C:7]=3[CH:8]=[N:9][C:4]2=[CH:3][CH:2]=1.C(N(CC)CC)C.CCCP(=O)=O.[CH:36]([C:39]1[CH:40]=[C:41]([CH:43]=[CH:44][CH:45]=1)[NH2:42])([CH3:38])[CH3:37]. The catalyst is CN(C1C=CN=CC=1)C.ClCCCl. The product is [N:1]1[N:5]2[C:6]3[CH2:13][CH2:12][N:11]([C:14]4[CH:15]=[C:16]([CH:20]=[CH:21][CH:22]=4)[C:17]([NH:42][C:41]4[CH:43]=[CH:44][CH:45]=[C:39]([CH:36]([CH3:38])[CH3:37])[CH:40]=4)=[O:19])[CH2:10][C:7]=3[CH:8]=[N:9][C:4]2=[CH:3][CH:2]=1. The yield is 0.200.